From a dataset of Catalyst prediction with 721,799 reactions and 888 catalyst types from USPTO. Predict which catalyst facilitates the given reaction. (1) Reactant: [CH2:1]([O:5][CH2:6][CH2:7][O:8][C:9]1[CH:14]=[CH:13][C:12]([C:15]2[CH:20]=[CH:19][C:18]([N:21]3[CH2:26][CH2:25][CH:24]([CH3:27])[CH2:23][CH2:22]3)=[C:17](/[CH:28]=[CH:29]/[C:30](O)=[O:31])[CH:16]=2)=[CH:11][CH:10]=1)[CH2:2][CH2:3][CH3:4].C(Cl)(=O)C(Cl)=O.[CH2:39]([N:42]1[C:46]([CH2:47][S@@:48]([C:50]2[CH:56]=[CH:55][C:53]([NH2:54])=[CH:52][CH:51]=2)=[O:49])=[CH:45][N:44]=[CH:43]1)[CH2:40][CH3:41].C(N(CC)CC)C. Product: [CH2:1]([O:5][CH2:6][CH2:7][O:8][C:9]1[CH:10]=[CH:11][C:12]([C:15]2[CH:20]=[CH:19][C:18]([N:21]3[CH2:26][CH2:25][CH:24]([CH3:27])[CH2:23][CH2:22]3)=[C:17](/[CH:28]=[CH:29]/[C:30]([NH:54][C:53]3[CH:55]=[CH:56][C:50]([S@:48]([CH2:47][C:46]4[N:42]([CH2:39][CH2:40][CH3:41])[CH:43]=[N:44][CH:45]=4)=[O:49])=[CH:51][CH:52]=3)=[O:31])[CH:16]=2)=[CH:13][CH:14]=1)[CH2:2][CH2:3][CH3:4]. The catalyst class is: 827. (2) Reactant: [C:1]([C:4]1[C:22](=[O:23])[C@@:8]2([CH3:24])[C:9]3[C:15]([OH:16])=[CH:14][C:13]([O:17][CH3:18])=[C:12]([C:19]([NH2:21])=[O:20])[C:10]=3[O:11][C:7]2=[CH:6][C:5]=1[OH:25])(=[O:3])[CH3:2].[CH2:26]([C:28]1[CH:37]=[CH:36][C:35]2[C:30](=[CH:31][C:32]([F:40])=[C:33]([F:39])[C:34]=2[F:38])[C:29]=1[CH:41]=O)[CH3:27].C([SiH](CC)CC)C.FC(F)(F)C(O)=O. Product: [C:1]([C:4]1[C:22](=[O:23])[C@@:8]2([CH3:24])[C:9]3[C:15]([OH:16])=[CH:14][C:13]([O:17][CH3:18])=[C:12]([C:19]([NH:21][CH2:41][C:29]4[C:30]5[C:35](=[C:34]([F:38])[C:33]([F:39])=[C:32]([F:40])[CH:31]=5)[CH:36]=[CH:37][C:28]=4[CH2:26][CH3:27])=[O:20])[C:10]=3[O:11][C:7]2=[CH:6][C:5]=1[OH:25])(=[O:3])[CH3:2]. The catalyst class is: 10.